This data is from Merck oncology drug combination screen with 23,052 pairs across 39 cell lines. The task is: Regression. Given two drug SMILES strings and cell line genomic features, predict the synergy score measuring deviation from expected non-interaction effect. (1) Drug 1: CC(=O)OC1C(=O)C2(C)C(O)CC3OCC3(OC(C)=O)C2C(OC(=O)c2ccccc2)C2(O)CC(OC(=O)C(O)C(NC(=O)c3ccccc3)c3ccccc3)C(C)=C1C2(C)C. Drug 2: CS(=O)(=O)CCNCc1ccc(-c2ccc3ncnc(Nc4ccc(OCc5cccc(F)c5)c(Cl)c4)c3c2)o1. Cell line: NCIH2122. Synergy scores: synergy=-12.5. (2) Drug 1: CCC1(O)CC2CN(CCc3c([nH]c4ccccc34)C(C(=O)OC)(c3cc4c(cc3OC)N(C)C3C(O)(C(=O)OC)C(OC(C)=O)C5(CC)C=CCN6CCC43C65)C2)C1. Drug 2: COC1CC2CCC(C)C(O)(O2)C(=O)C(=O)N2CCCCC2C(=O)OC(C(C)CC2CCC(OP(C)(C)=O)C(OC)C2)CC(=O)C(C)C=C(C)C(O)C(OC)C(=O)C(C)CC(C)C=CC=CC=C1C. Cell line: NCIH460. Synergy scores: synergy=-3.73. (3) Drug 1: CS(=O)(=O)CCNCc1ccc(-c2ccc3ncnc(Nc4ccc(OCc5cccc(F)c5)c(Cl)c4)c3c2)o1. Drug 2: CC1(c2nc3c(C(N)=O)cccc3[nH]2)CCCN1. Cell line: ZR751. Synergy scores: synergy=7.76. (4) Drug 1: CN1C(=O)C=CC2(C)C3CCC4(C)C(NC(=O)OCC(F)(F)F)CCC4C3CCC12. Drug 2: CCc1c2c(nc3ccc(O)cc13)-c1cc3c(c(=O)n1C2)COC(=O)C3(O)CC. Cell line: SKMEL30. Synergy scores: synergy=7.84. (5) Drug 1: O=S1(=O)NC2(CN1CC(F)(F)F)C1CCC2Cc2cc(C=CCN3CCC(C(F)(F)F)CC3)ccc2C1. Drug 2: O=c1[nH]cc(F)c(=O)[nH]1. Cell line: A427. Synergy scores: synergy=4.47. (6) Drug 1: O=C(NOCC(O)CO)c1ccc(F)c(F)c1Nc1ccc(I)cc1F. Drug 2: CCc1cnn2c(NCc3ccc[n+]([O-])c3)cc(N3CCCCC3CCO)nc12. Cell line: NCIH2122. Synergy scores: synergy=8.30. (7) Drug 1: NC1(c2ccc(-c3nc4ccn5c(=O)[nH]nc5c4cc3-c3ccccc3)cc2)CCC1. Drug 2: CCc1cnn2c(NCc3ccc[n+]([O-])c3)cc(N3CCCCC3CCO)nc12. Cell line: UWB1289BRCA1. Synergy scores: synergy=13.9. (8) Synergy scores: synergy=1.37. Drug 2: NC1CCCCC1N.O=C(O)C(=O)O.[Pt+2]. Cell line: UWB1289BRCA1. Drug 1: NC(=O)c1cccc2cn(-c3ccc(C4CCCNC4)cc3)nc12.